This data is from Forward reaction prediction with 1.9M reactions from USPTO patents (1976-2016). The task is: Predict the product of the given reaction. Given the reactants [BH4-].[Na+].[C:3]([O:6][CH2:7][CH2:8][N:9]([CH2:26][CH2:27][CH2:28][CH2:29][N:30]([CH2:34][CH2:35][CH3:36])[CH2:31][CH2:32][CH3:33])[CH2:10][C:11]1[CH:16]=[CH:15][C:14]([CH2:17][N:18]=[CH:19][C:20]2[N:21]([CH3:25])[CH:22]=[CH:23][N:24]=2)=[CH:13][CH:12]=1)(=[O:5])[CH3:4].Cl.[OH-].[Na+], predict the reaction product. The product is: [C:3]([O:6][CH2:7][CH2:8][N:9]([CH2:26][CH2:27][CH2:28][CH2:29][N:30]([CH2:31][CH2:32][CH3:33])[CH2:34][CH2:35][CH3:36])[CH2:10][C:11]1[CH:12]=[CH:13][C:14]([CH2:17][NH:18][CH2:19][C:20]2[N:21]([CH3:25])[CH:22]=[CH:23][N:24]=2)=[CH:15][CH:16]=1)(=[O:5])[CH3:4].